This data is from Full USPTO retrosynthesis dataset with 1.9M reactions from patents (1976-2016). The task is: Predict the reactants needed to synthesize the given product. (1) The reactants are: [CH2:1]([O:3][C:4](=[O:21])[CH:5]([O:18][CH2:19][CH3:20])[CH2:6][C:7]1[C:16]2[CH2:15][CH2:14][CH2:13][CH2:12][C:11]=2[C:10]([OH:17])=[CH:9][CH:8]=1)[CH3:2].[CH3:22][C:23]1[O:27][C:26]([C:28]2[CH:33]=[CH:32][C:31]([C:34]([F:37])([F:36])[F:35])=[CH:30][CH:29]=2)=[N:25][C:24]=1[CH2:38][CH2:39]O.FC(F)(F)C1C=CC(C=O)=CC=1.C1(P(C2C=CC=CC=2)C2C=CC=CC=2)C=CC=CC=1.N(C(OCC)=O)=NC(OCC)=O. Given the product [CH2:1]([O:3][C:4](=[O:21])[CH:5]([O:18][CH2:19][CH3:20])[CH2:6][C:7]1[C:16]2[CH2:15][CH2:14][CH2:13][CH2:12][C:11]=2[C:10]([O:17][CH2:39][CH2:38][C:24]2[N:25]=[C:26]([C:28]3[CH:33]=[CH:32][C:31]([C:34]([F:37])([F:35])[F:36])=[CH:30][CH:29]=3)[O:27][C:23]=2[CH3:22])=[CH:9][CH:8]=1)[CH3:2], predict the reactants needed to synthesize it. (2) Given the product [NH2:1][C:2]1[S:3][C:4]([C:17]2[CH:22]=[CH:21][CH:20]=[C:19]([F:23])[CH:18]=2)=[C:5]([C:7]([N:9]2[CH2:14][C@H:13]3[C@H:11]([CH2:12]3)[C@H:10]2[CH2:15][NH:16][C:30]([C:28]2[C:27]([CH3:33])=[N:26][N:25]([CH3:24])[CH:29]=2)=[O:31])=[O:8])[N:6]=1, predict the reactants needed to synthesize it. The reactants are: [NH2:1][C:2]1[S:3][C:4]([C:17]2[CH:22]=[CH:21][CH:20]=[C:19]([F:23])[CH:18]=2)=[C:5]([C:7]([N:9]2[CH2:14][C@H:13]3[C@H:11]([CH2:12]3)[C@H:10]2[CH2:15][NH2:16])=[O:8])[N:6]=1.[CH3:24][N:25]1[CH:29]=[C:28]([C:30](O)=[O:31])[C:27]([CH3:33])=[N:26]1. (3) The reactants are: Cl[CH2:2][C:3]1[N:4]([C:20]2[CH:25]=[CH:24][C:23]([N+:26]([O-:28])=[O:27])=[CH:22][CH:21]=2)[CH:5]=[C:6]([C:8]2[C:9]([C:14]3[CH:19]=[CH:18][CH:17]=[CH:16][CH:15]=3)=[N:10][O:11][C:12]=2[CH3:13])[N:7]=1.[Cl:29][C:30]1[CH:37]=[CH:36][C:33]([CH2:34][OH:35])=[CH:32][CH:31]=1. Given the product [Cl:29][C:30]1[CH:37]=[CH:36][C:33]([CH2:34][O:35][CH2:2][C:3]2[N:4]([C:20]3[CH:25]=[CH:24][C:23]([N+:26]([O-:28])=[O:27])=[CH:22][CH:21]=3)[CH:5]=[C:6]([C:8]3[C:9]([C:14]4[CH:19]=[CH:18][CH:17]=[CH:16][CH:15]=4)=[N:10][O:11][C:12]=3[CH3:13])[N:7]=2)=[CH:32][CH:31]=1, predict the reactants needed to synthesize it. (4) Given the product [O:14]1[C:15]2([CH2:20][CH2:19][C:18]([C:5]3[C:6]4=[N:7][CH:8]=[CH:9][CH:10]=[C:11]4[NH:3][CH:4]=3)=[CH:17][CH2:16]2)[O:22][CH2:12][CH2:13]1, predict the reactants needed to synthesize it. The reactants are: [OH-].[K+].[NH:3]1[C:11]2[C:6](=[N:7][CH:8]=[CH:9][CH:10]=2)[CH:5]=[CH:4]1.[CH2:12]1[O:22][C:15]2([CH2:20][CH2:19][C:18](=O)[CH2:17][CH2:16]2)[O:14][CH2:13]1. (5) Given the product [O:8]=[C:5]1[CH2:6][CH2:7][N:2]([C:15]([O:17][CH2:18][C:19]2[CH:24]=[CH:23][CH:22]=[CH:21][CH:20]=2)=[O:16])[CH2:3][CH2:4]1, predict the reactants needed to synthesize it. The reactants are: Cl.[NH:2]1[CH2:7][CH2:6][C:5](=[O:8])[CH2:4][CH2:3]1.C([O-])([O-])=O.[K+].[K+].[C:15](Cl)([O:17][CH2:18][C:19]1[CH:24]=[CH:23][CH:22]=[CH:21][CH:20]=1)=[O:16].C(OCC)(=O)C.CCCCCC. (6) Given the product [NH2:18][CH2:17][CH:16]([C:12]1[C:11]([F:36])=[C:10]([NH:9][C:7](=[O:8])[C:6]2[CH:5]=[CH:4][C:3]([N:2]([CH3:1])[CH3:39])=[CH:38][CH:37]=2)[CH:15]=[CH:14][CH:13]=1)[C:21]1[C:29]2[C:24](=[CH:25][C:26]([N:30]3[CH2:35][CH2:34][O:33][CH2:32][CH2:31]3)=[CH:27][CH:28]=2)[NH:23][CH:22]=1, predict the reactants needed to synthesize it. The reactants are: [CH3:1][N:2]([CH3:39])[C:3]1[CH:38]=[CH:37][C:6]([C:7]([NH:9][C:10]2[CH:15]=[CH:14][CH:13]=[C:12]([CH:16]([C:21]3[C:29]4[C:24](=[CH:25][C:26]([N:30]5[CH2:35][CH2:34][O:33][CH2:32][CH2:31]5)=[CH:27][CH:28]=4)[NH:23][CH:22]=3)[CH2:17][N+:18]([O-])=O)[C:11]=2[F:36])=[O:8])=[CH:5][CH:4]=1.[H][H]. (7) Given the product [Cl:10][C:7]1[CH:8]=[CH:9][C:4]([NH2:1])=[C:5]([O:11][CH3:12])[CH:6]=1, predict the reactants needed to synthesize it. The reactants are: [N+:1]([C:4]1[CH:9]=[CH:8][C:7]([Cl:10])=[CH:6][C:5]=1[O:11][CH3:12])([O-])=O.C(O)(=O)C.